Dataset: Full USPTO retrosynthesis dataset with 1.9M reactions from patents (1976-2016). Task: Predict the reactants needed to synthesize the given product. Given the product [OH:2][C@H:3]1[CH2:7][N:6]([C:33](=[O:34])[C@@H:32]([NH:31][C:29](=[O:30])[O:28][C:24]([CH3:27])([CH3:26])[CH3:25])[CH:36]([CH3:38])[CH3:37])[C@H:5]([C:8](=[O:9])[NH:10][CH2:11][C:12]2[CH:13]=[CH:14][C:15]([C:18]3[S:22][CH:21]=[N:20][C:19]=3[CH3:23])=[CH:16][CH:17]=2)[CH2:4]1, predict the reactants needed to synthesize it. The reactants are: Cl.[OH:2][C@H:3]1[CH2:7][NH:6][C@H:5]([C:8]([NH:10][CH2:11][C:12]2[CH:17]=[CH:16][C:15]([C:18]3[S:22][CH:21]=[N:20][C:19]=3[CH3:23])=[CH:14][CH:13]=2)=[O:9])[CH2:4]1.[C:24]([O:28][C:29]([NH:31][C@@H:32]([CH:36]([CH3:38])[CH3:37])[C:33](O)=[O:34])=[O:30])([CH3:27])([CH3:26])[CH3:25].CCN(C(C)C)C(C)C.CN(C(ON1N=NC2C=CC=NC1=2)=[N+](C)C)C.F[P-](F)(F)(F)(F)F.